This data is from Full USPTO retrosynthesis dataset with 1.9M reactions from patents (1976-2016). The task is: Predict the reactants needed to synthesize the given product. (1) Given the product [CH2:2]([O:4][C:5](=[O:9])[CH2:6][N:7]([C:24](=[O:25])/[CH:23]=[C:21]1\[O:22][C:18]([CH3:17])([CH3:28])[O:19][C:20]\1=[O:27])[CH3:8])[CH3:3], predict the reactants needed to synthesize it. The reactants are: Cl.[CH2:2]([O:4][C:5](=[O:9])[CH2:6][NH:7][CH3:8])[CH3:3].C(N(CC)CC)C.[CH3:17][C:18]1([CH3:28])[O:22]/[C:21](=[CH:23]\[C:24](Cl)=[O:25])/[C:20](=[O:27])[O:19]1. (2) Given the product [CH2:38]([O:37][C:35](=[O:36])[C:34]([C:40]1[CH:41]=[CH:42][CH:43]=[CH:44][CH:45]=1)([CH2:46][O:26][C:25](=[O:27])[CH2:24][N:21]1[CH2:20][CH2:19][CH:18]([NH:17][C:15]([C:10]2[C:9]([C:6]3[CH:7]=[CH:8][C:3]([C:2]([F:1])([F:28])[F:29])=[CH:4][CH:5]=3)=[CH:14][CH:13]=[CH:12][CH:11]=2)=[O:16])[CH2:23][CH2:22]1)[C:33]([O:32][CH2:30][CH3:31])=[O:48])[CH3:39], predict the reactants needed to synthesize it. The reactants are: [F:1][C:2]([F:29])([F:28])[C:3]1[CH:8]=[CH:7][C:6]([C:9]2[C:10]([C:15]([NH:17][CH:18]3[CH2:23][CH2:22][N:21]([CH2:24][C:25]([OH:27])=[O:26])[CH2:20][CH2:19]3)=[O:16])=[CH:11][CH:12]=[CH:13][CH:14]=2)=[CH:5][CH:4]=1.[CH2:30]([O:32][C:33](=[O:48])[C:34]([CH2:46]O)([C:40]1[CH:45]=[CH:44][CH:43]=[CH:42][CH:41]=1)[C:35]([O:37][CH2:38][CH3:39])=[O:36])[CH3:31]. (3) Given the product [CH3:25][O:24][C:22]([CH:21]1[CH2:26][N:12]([CH2:13][C:14]2[CH:15]=[CH:16][CH:17]=[CH:18][CH:19]=2)[CH2:11][CH2:10][CH2:9][N:8]1[CH2:1][C:2]1[CH:3]=[CH:4][CH:5]=[CH:6][CH:7]=1)=[O:23], predict the reactants needed to synthesize it. The reactants are: [CH2:1]([NH:8][CH2:9][CH2:10][CH2:11][NH:12][CH2:13][C:14]1[CH:19]=[CH:18][CH:17]=[CH:16][CH:15]=1)[C:2]1[CH:7]=[CH:6][CH:5]=[CH:4][CH:3]=1.Br[CH:21]([CH2:26]Br)[C:22]([O:24][CH3:25])=[O:23].C(=O)([O-])[O-].[K+].[K+].CO. (4) Given the product [CH3:1][S:2]([C:5]1[CH:10]=[CH:9][CH:8]=[CH:7][C:6]=1[S:11]([NH:14][C:15]1[CH:16]=[CH:17][CH:18]=[C:19]2[C:23]=1[NH:22][C:21]([C:24]([OH:26])=[O:25])=[CH:20]2)(=[O:12])=[O:13])(=[O:3])=[O:4], predict the reactants needed to synthesize it. The reactants are: [CH3:1][S:2]([C:5]1[CH:10]=[CH:9][CH:8]=[CH:7][C:6]=1[S:11]([NH:14][C:15]1[CH:16]=[CH:17][CH:18]=[C:19]2[C:23]=1[NH:22][C:21]([C:24]([O:26]CC)=[O:25])=[CH:20]2)(=[O:13])=[O:12])(=[O:4])=[O:3].[OH-].[Na+].O1CCCC1. (5) Given the product [NH2:1][C:2]1[N:7]=[C:6]([S:8]([NH:11][C:12]([C:14]2[CH:15]=[N:16][C:17]([C:21]3[CH:26]=[C:25]([O:27][CH2:28][CH:29]([CH3:31])[CH3:30])[CH:24]=[C:23]([F:32])[CH:22]=3)=[CH:18][C:19]=2[N:37]2[CH2:38][C@@H:39]([CH3:41])[CH2:40][C:36]2([CH3:42])[CH3:35])=[O:13])(=[O:10])=[O:9])[CH:5]=[CH:4][CH:3]=1, predict the reactants needed to synthesize it. The reactants are: [NH2:1][C:2]1[N:7]=[C:6]([S:8]([NH:11][C:12]([C:14]2[CH:15]=[N:16][C:17]([C:21]3[CH:26]=[C:25]([O:27][CH2:28][CH:29]([CH3:31])[CH3:30])[CH:24]=[C:23]([F:32])[CH:22]=3)=[CH:18][C:19]=2Cl)=[O:13])(=[O:10])=[O:9])[CH:5]=[CH:4][CH:3]=1.[F-].[Cs+].[CH3:35][C:36]1([CH3:42])[CH2:40][C@H:39]([CH3:41])[CH2:38][NH:37]1. (6) Given the product [CH:1]1([NH:4][C:5]([C:7]2[C:16](=[O:17])[C:15]3[C:10](=[N:11][CH:12]=[CH:13][CH:14]=3)[N:9]([C:18]3[CH:23]=[CH:22][CH:21]=[C:20]([C:24]4[CH:29]=[CH:28][C:27]([CH2:30][Br:33])=[CH:26][CH:25]=4)[CH:19]=3)[CH:8]=2)=[O:6])[CH2:3][CH2:2]1, predict the reactants needed to synthesize it. The reactants are: [CH:1]1([NH:4][C:5]([C:7]2[C:16](=[O:17])[C:15]3[C:10](=[N:11][CH:12]=[CH:13][CH:14]=3)[N:9]([C:18]3[CH:23]=[CH:22][CH:21]=[C:20]([C:24]4[CH:29]=[CH:28][C:27]([CH2:30]O)=[CH:26][CH:25]=4)[CH:19]=3)[CH:8]=2)=[O:6])[CH2:3][CH2:2]1.C(Br)(Br)(Br)[Br:33].C1C=CC(P(C2C=CC=CC=2)CCP(C2C=CC=CC=2)C2C=CC=CC=2)=CC=1. (7) Given the product [NH2:7][C:6]1[C:13]([Cl:14])=[C:2]([Cl:1])[CH:3]=[CH:4][C:5]=1[C:10]([NH:16][CH3:15])=[O:9], predict the reactants needed to synthesize it. The reactants are: [Cl:1][C:2]1[CH:3]=[CH:4][C:5]2[C:10](=O)[O:9]C(=O)[NH:7][C:6]=2[C:13]=1[Cl:14].[CH3:15][NH2:16].